Dataset: Cav3 T-type calcium channel HTS with 100,875 compounds. Task: Binary Classification. Given a drug SMILES string, predict its activity (active/inactive) in a high-throughput screening assay against a specified biological target. (1) The drug is O1CCN(CC(=O)NC2CCN(CC2)Cc2ccccc2)c2c1cccc2. The result is 0 (inactive). (2) The drug is Clc1ccc(OCCN(c2ncc(S(=O)(=O)N3CCCCC3)cc2)C)cc1. The result is 1 (active). (3) The molecule is s1c2c(CCC2)c2c1ncnc2Sc1nc(cc(n1)C)C. The result is 0 (inactive). (4) The drug is s1c(C(NC(=O)c2oc3c(c2)cccc3)C)ccc1. The result is 0 (inactive). (5) The molecule is s1c2c3CCCCc3ccc2nc1/N=C\N(C)C. The result is 0 (inactive). (6) The compound is S(=O)(=O)(N1CC(CCC1)C(=O)NCc1sccc1)c1c(noc1/C=C\N(C)C)C. The result is 0 (inactive). (7) The compound is S(c1n(c(O)c(CCCC)c(=O)n1)c1c(cccc1)C)CC(=O)NC(C)(C)C. The result is 0 (inactive).